Dataset: Peptide-MHC class II binding affinity with 134,281 pairs from IEDB. Task: Regression. Given a peptide amino acid sequence and an MHC pseudo amino acid sequence, predict their binding affinity value. This is MHC class II binding data. (1) The peptide sequence is EKKYLAATQFEPLAA. The MHC is DRB1_1001 with pseudo-sequence DRB1_1001. The binding affinity (normalized) is 0.646. (2) The peptide sequence is ILELAQSETCSPGGQ. The MHC is HLA-DPA10201-DPB10101 with pseudo-sequence HLA-DPA10201-DPB10101. The binding affinity (normalized) is 0.212. (3) The peptide sequence is INEPTAAAIAYGLDA. The MHC is HLA-DQA10401-DQB10402 with pseudo-sequence HLA-DQA10401-DQB10402. The binding affinity (normalized) is 0.711. (4) The peptide sequence is RGVLLLSTRDLAFAG. The MHC is DRB1_1201 with pseudo-sequence DRB1_1201. The binding affinity (normalized) is 0.0292. (5) The peptide sequence is AAFPSDSWCYFAA. The MHC is HLA-DQA10401-DQB10402 with pseudo-sequence HLA-DQA10401-DQB10402. The binding affinity (normalized) is 0.405. (6) The peptide sequence is QDVLLFTPASTEPQS. The MHC is DRB1_0101 with pseudo-sequence DRB1_0101. The binding affinity (normalized) is 0.791. (7) The MHC is HLA-DQA10201-DQB10402 with pseudo-sequence HLA-DQA10201-DQB10402. The binding affinity (normalized) is 0.176. The peptide sequence is FRHLAREKNPRLCTK. (8) The peptide sequence is GELQMVDKIDAAFKI. The MHC is DRB3_0101 with pseudo-sequence DRB3_0101. The binding affinity (normalized) is 0.429.